From a dataset of M1 muscarinic receptor agonist screen with 61,833 compounds. Binary Classification. Given a drug SMILES string, predict its activity (active/inactive) in a high-throughput screening assay against a specified biological target. (1) The molecule is o1c(N2CCN(CC2)CC)c(nc1c1ccc(OCC)cc1)C#N. The result is 0 (inactive). (2) The drug is OP(=O)(CCN1CCCC1=O)CN(C)C=O. The result is 0 (inactive). (3) The compound is O=C(Nc1c2c3c(CCc3ccc2)cc1)Cn1c2n(c(=O)n(c(=O)c2nc1)C)C. The result is 0 (inactive). (4) The molecule is S(CC(=O)c1cc(OC)ccc1)c1oc(nn1)c1cc(OC)c(OC)c(OC)c1. The result is 0 (inactive). (5) The drug is S(c1n(Cc2occc2)c(nn1)c1cccnc1)CC(=O)Nc1c(OC)cc(OC)cc1. The result is 0 (inactive).